From a dataset of Full USPTO retrosynthesis dataset with 1.9M reactions from patents (1976-2016). Predict the reactants needed to synthesize the given product. Given the product [C:12]([O:16][C:17]([N:1]1[CH2:9][CH2:8][CH:4]([C:5]([OH:7])=[O:6])[CH2:3][CH2:2]1)=[O:18])([CH3:15])([CH3:14])[CH3:13], predict the reactants needed to synthesize it. The reactants are: [NH:1]1[CH2:9][CH2:8][CH:4]([C:5]([OH:7])=[O:6])[CH2:3][CH2:2]1.[OH-].[Na+].[C:12]([O:16][C:17](O[C:17]([O:16][C:12]([CH3:15])([CH3:14])[CH3:13])=[O:18])=[O:18])([CH3:15])([CH3:14])[CH3:13].